Task: Predict the reactants needed to synthesize the given product.. Dataset: Full USPTO retrosynthesis dataset with 1.9M reactions from patents (1976-2016) (1) Given the product [OH:8][C:9]1[C:14](=[O:15])[N:13]=[C:12]([CH2:16][C:17]2[C:22]([C:23]3[CH:28]=[CH:27][CH:26]=[CH:25][CH:24]=3)=[CH:21][CH:20]=[CH:19][N:18]=2)[N:11]2[CH2:29][CH2:30][N:31]([CH:34]([CH3:36])[CH3:35])[C:32](=[O:33])[C:10]=12, predict the reactants needed to synthesize it. The reactants are: C([O:8][C:9]1[C:14](=[O:15])[N:13]=[C:12]([CH2:16][C:17]2[C:22]([C:23]3[CH:28]=[CH:27][CH:26]=[CH:25][CH:24]=3)=[CH:21][CH:20]=[CH:19][N:18]=2)[N:11]2[CH2:29][CH2:30][N:31]([CH:34]([CH3:36])[CH3:35])[C:32](=[O:33])[C:10]=12)C1C=CC=CC=1.OC1C(=O)N=C(CC2(C3C=CC(C(F)(F)F)=CC=3)CCCC2)N2CCN(C(C)C)C(=O)C=12. (2) Given the product [CH2:75]([C@H:74]([NH:82][C:56](=[O:58])[C:55]1[CH:59]=[CH:60][CH:61]=[C:53]([N:48]2[C@@H:47]([CH:44]([CH3:45])[CH3:46])[CH2:51][O:50][C:49]2=[O:52])[CH:54]=1)[C@@H:73]([OH:83])[CH2:72][C@H:71]([C:70](=[O:85])[NH:69][CH:63]1[CH2:64][CH:65]2[CH2:68][CH:62]1[CH2:67][CH2:66]2)[CH3:84])[C:76]1[CH:77]=[CH:78][CH:79]=[CH:80][CH:81]=1, predict the reactants needed to synthesize it. The reactants are: C([C@H](NC(=O)C1C=C(C2C=CC=CC=2)C=C(N2CCCC2=O)C=1)[C@@H](O)C[C@H](C(=O)NCCC(C)(C)C)C)C1C=CC=CC=1.[CH:44]([C@H:47]1[CH2:51][O:50][C:49](=[O:52])[N:48]1[C:53]1[CH:54]=[C:55]([CH:59]=[CH:60][CH:61]=1)[C:56]([OH:58])=O)([CH3:46])[CH3:45].[CH:62]12[CH2:68][CH:65]([CH2:66][CH2:67]1)[CH2:64][CH:63]2[NH:69][C:70](=[O:85])[C@H:71]([CH3:84])[CH2:72][C@H:73]([OH:83])[C@@H:74]([NH2:82])[CH2:75][C:76]1[CH:81]=[CH:80][CH:79]=[CH:78][CH:77]=1. (3) Given the product [CH3:15][NH:14][C:12](=[O:13])[C:11]1[CH:16]=[CH:17][C:8]([C:5]2[CH:6]=[N:7][C:2]3[N:3]([C:20]([CH2:23][C:24]4[CH:25]=[C:26]5[C:31](=[CH:32][CH:33]=4)[N:30]=[CH:29][CH:28]=[CH:27]5)=[CH:21][N:1]=3)[N:4]=2)=[CH:9][C:10]=1[CH3:18], predict the reactants needed to synthesize it. The reactants are: [NH2:1][C:2]1[N:3]=[N:4][C:5]([C:8]2[CH:17]=[CH:16][C:11]([C:12]([NH:14][CH3:15])=[O:13])=[C:10]([CH3:18])[CH:9]=2)=[CH:6][N:7]=1.Cl[CH:20]([CH2:23][C:24]1[CH:25]=[C:26]2[C:31](=[CH:32][CH:33]=1)[N:30]=[CH:29][CH:28]=[CH:27]2)[CH:21]=O. (4) Given the product [N:1]1([C:7]2[CH:12]=[CH:11][C:10]([NH:13][C:14]([C:16]3[CH:17]=[C:18]([CH:27]=[CH:28][CH:29]=3)[CH2:19][S:20][CH2:21][CH2:22][C:23]([OH:25])=[O:24])=[O:15])=[C:9]([C:30]([C:32]3[NH:33][C:34]4[C:39]([CH:40]=3)=[CH:38][CH:37]=[C:36]([C:41]([F:43])([F:44])[F:42])[CH:35]=4)=[O:31])[CH:8]=2)[CH2:6][CH2:5][CH2:4][CH2:3][CH2:2]1, predict the reactants needed to synthesize it. The reactants are: [N:1]1([C:7]2[CH:12]=[CH:11][C:10]([NH:13][C:14]([C:16]3[CH:17]=[C:18]([CH:27]=[CH:28][CH:29]=3)[CH2:19][S:20][CH2:21][CH2:22][C:23]([O:25]C)=[O:24])=[O:15])=[C:9]([C:30]([C:32]3[NH:33][C:34]4[C:39]([CH:40]=3)=[CH:38][CH:37]=[C:36]([C:41]([F:44])([F:43])[F:42])[CH:35]=4)=[O:31])[CH:8]=2)[CH2:6][CH2:5][CH2:4][CH2:3][CH2:2]1.O.[OH-].[Li+]. (5) The reactants are: F[C:2]1[CH:3]=[CH:4][C:5]2[N:9]=[C:8]([C:10]3[CH:11]=[N:12][C:13]([F:16])=[CH:14][CH:15]=3)[NH:7][C:6]=2[CH:17]=1.[F:18][C:19]([F:29])([F:28])C1C=C(N)C(N)=CC=1. Given the product [F:16][C:13]1[N:12]=[CH:11][C:10]([C:8]2[NH:9][C:5]3[CH:4]=[CH:3][C:2]([C:19]([F:29])([F:28])[F:18])=[CH:17][C:6]=3[N:7]=2)=[CH:15][CH:14]=1, predict the reactants needed to synthesize it. (6) Given the product [F:33][C:30]1[CH:29]=[CH:28][C:27]([C:26]2[N:25]([CH2:34][CH:35]([CH3:36])[CH3:37])[N:24]=[C:23]([CH3:38])[C:22]=2[C:9]2[CH:10]=[CH:11][C:12]3[O:17][CH2:16][C:15](=[O:18])[NH:14][C:13]=3[CH:19]=2)=[CH:32][CH:31]=1, predict the reactants needed to synthesize it. The reactants are: CC1(C)C(C)(C)OB([C:9]2[CH:10]=[CH:11][C:12]3[O:17][CH2:16][C:15](=[O:18])[NH:14][C:13]=3[CH:19]=2)O1.Br[C:22]1[C:23]([CH3:38])=[N:24][N:25]([CH2:34][CH:35]([CH3:37])[CH3:36])[C:26]=1[C:27]1[CH:32]=[CH:31][C:30]([F:33])=[CH:29][CH:28]=1.C(=O)([O-])[O-].[Cs+].[Cs+].O. (7) The reactants are: O[C:2]12[CH2:9][CH2:8][C:5]([C:10]([O:12][CH3:13])=[O:11])([CH2:6][CH2:7]1)[CH2:4][CH2:3]2.CO.ClC(F)C(F)([F:24])N(CC)CC. Given the product [F:24][C:2]12[CH2:9][CH2:8][C:5]([C:10]([O:12][CH3:13])=[O:11])([CH2:6][CH2:7]1)[CH2:4][CH2:3]2, predict the reactants needed to synthesize it. (8) The reactants are: CN(C(ON1N=NC2C=CC=CC1=2)=[N+](C)C)C.[B-](F)(F)(F)F.C(N(CC)CC)C.[O:30]=[C:31]1[N:37]([CH:38]2[CH2:43][CH2:42][N:41]([C:44]([O:46][C@@H:47]([C:61]([OH:63])=O)[CH2:48][C:49]3[CH:54]=[C:53]([C:55]([F:58])([F:57])[F:56])[C:52]([NH2:59])=[C:51]([Cl:60])[CH:50]=3)=[O:45])[CH2:40][CH2:39]2)[CH2:36][CH2:35][C:34]2[CH:64]=[CH:65][CH:66]=[CH:67][C:33]=2[NH:32]1.[NH:68]1[CH2:73][CH2:72][CH:71]([N:74]2[CH2:78][CH2:77][CH2:76][C@@H:75]2[C:79]([O:81][CH2:82][CH3:83])=[O:80])[CH2:70][CH2:69]1. Given the product [O:30]=[C:31]1[N:37]([CH:38]2[CH2:39][CH2:40][N:41]([C:44]([O:46][C@H:47]([CH2:48][C:49]3[CH:54]=[C:53]([C:55]([F:57])([F:58])[F:56])[C:52]([NH2:59])=[C:51]([Cl:60])[CH:50]=3)[C:61]([N:68]3[CH2:69][CH2:70][CH:71]([N:74]4[CH2:78][CH2:77][CH2:76][C@@H:75]4[C:79]([O:81][CH2:82][CH3:83])=[O:80])[CH2:72][CH2:73]3)=[O:63])=[O:45])[CH2:42][CH2:43]2)[CH2:36][CH2:35][C:34]2[CH:64]=[CH:65][CH:66]=[CH:67][C:33]=2[NH:32]1, predict the reactants needed to synthesize it. (9) The reactants are: [NH2:1][C:2]1[CH:7]=[CH:6][C:5]([C:8]2[N:13]=[C:12]3[N:14]([CH2:17][C:18]([F:21])([F:20])[F:19])[N:15]=[CH:16][C:11]3=[C:10]([N:22]3[CH:27]4[CH2:28][N:29]([C:31]([O:33][C:34]([CH3:37])([CH3:36])[CH3:35])=[O:32])[CH2:30][CH:23]3[CH2:24][O:25][CH2:26]4)[N:9]=2)=[CH:4][CH:3]=1.ClC(Cl)(OC(=O)OC(Cl)(Cl)Cl)Cl.CN.[N:52]([C:55]1C=CC(C2N=C3N(CC(F)(F)F)N=CC3=C(N3C4CN(C(OC(C)(C)C)=O)CC3COC4)N=2)=CC=1)=[C:53]=[O:54]. Given the product [CH3:55][NH:52][C:53](=[O:54])[NH:1][C:2]1[CH:3]=[CH:4][C:5]([C:8]2[N:13]=[C:12]3[N:14]([CH2:17][C:18]([F:19])([F:21])[F:20])[N:15]=[CH:16][C:11]3=[C:10]([N:22]3[CH:27]4[CH2:28][N:29]([C:31]([O:33][C:34]([CH3:37])([CH3:36])[CH3:35])=[O:32])[CH2:30][CH:23]3[CH2:24][O:25][CH2:26]4)[N:9]=2)=[CH:6][CH:7]=1, predict the reactants needed to synthesize it. (10) Given the product [S:25]1[CH2:26][CH2:27][N:28]=[C:24]1[NH:23][C:2]12[C:19](=[O:20])[C:18]3[C:13](=[CH:14][CH:15]=[CH:16][CH:17]=3)[C:3]1([OH:21])[O:4][C:5]1[CH:10]=[C:9]([CH:8]([CH3:29])[CH3:12])[CH:11]=[CH:7][C:6]=12, predict the reactants needed to synthesize it. The reactants are: Cl[C:2]12[C:19](=[O:20])[C:18]3[C:13](=[CH:14][CH:15]=[CH:16][CH:17]=3)[C:3]1([OH:21])[O:4][C:5]1[CH:10]=[C:9]([CH3:11])[C:8]([CH3:12])=[CH:7][C:6]=12.[Cl-].[NH2:23][C:24]1[S:25][CH2:26][CH2:27][N:28]=1.[CH2:29]1COCC1.